From a dataset of Forward reaction prediction with 1.9M reactions from USPTO patents (1976-2016). Predict the product of the given reaction. Given the reactants [F:1][C:2]1[CH:3]=[C:4]([CH2:9][C:10]([OH:12])=O)[CH:5]=[C:6]([F:8])[CH:7]=1.C(Cl)(C([Cl:17])=O)=O.CN(C=O)C, predict the reaction product. The product is: [F:1][C:2]1[CH:3]=[C:4]([CH2:9][C:10]([Cl:17])=[O:12])[CH:5]=[C:6]([F:8])[CH:7]=1.